Dataset: Full USPTO retrosynthesis dataset with 1.9M reactions from patents (1976-2016). Task: Predict the reactants needed to synthesize the given product. Given the product [NH2:3][CH2:12][CH:13]1[CH2:18][N:17]2[N:19]=[C:20]([C:25]3[CH:30]=[CH:29][C:28]([O:31][C:32]4[CH:37]=[CH:36][CH:35]=[CH:34][CH:33]=4)=[CH:27][CH:26]=3)[C:21]([C:22]([NH2:24])=[O:23])=[C:16]2[NH:15][CH2:14]1, predict the reactants needed to synthesize it. The reactants are: O=C1C2C(=CC=CC=2)C(=O)[N:3]1[CH2:12][CH:13]1[CH2:18][N:17]2[N:19]=[C:20]([C:25]3[CH:30]=[CH:29][C:28]([O:31][C:32]4[CH:37]=[CH:36][CH:35]=[CH:34][CH:33]=4)=[CH:27][CH:26]=3)[C:21]([C:22]([NH2:24])=[O:23])=[C:16]2[NH:15][CH2:14]1.O.NN.